The task is: Predict the product of the given reaction.. This data is from Forward reaction prediction with 1.9M reactions from USPTO patents (1976-2016). (1) Given the reactants [Cl:1][C:2]1[CH:3]=[C:4]([NH:8][C:9](=[O:11])[CH3:10])[CH:5]=[CH:6][CH:7]=1.[N+:12]([O-])([OH:14])=[O:13], predict the reaction product. The product is: [Cl:1][C:2]1[CH:3]=[C:4]([NH:8][C:9](=[O:11])[CH3:10])[CH:5]=[CH:6][C:7]=1[N+:12]([O-:14])=[O:13]. (2) Given the reactants Cl.[CH3:2][O:3][C:4]1[CH:5]=[C:6]([CH:11]=[CH:12][C:13]=1[C:14]1[O:18][C:17]([CH3:19])=[N:16][CH:15]=1)[C:7]([NH:9][NH2:10])=[O:8].[Cl:20][CH2:21][CH2:22][CH2:23][CH:24]([C:28]1[CH:33]=[CH:32][C:31]([Cl:34])=[CH:30][C:29]=1[C:35]([F:38])([F:37])[F:36])[C:25](O)=O.C(N(CC)CC)C.CN(C(ON1N=NC2C=CC=NC1=2)=[N+](C)C)C.F[P-](F)(F)(F)(F)F, predict the reaction product. The product is: [Cl:20][CH2:21][CH2:22][CH2:23][CH:24]([C:25]1[O:8][C:7]([C:6]2[CH:11]=[CH:12][C:13]([C:14]3[O:18][C:17]([CH3:19])=[N:16][CH:15]=3)=[C:4]([O:3][CH3:2])[CH:5]=2)=[N:9][N:10]=1)[C:28]1[CH:33]=[CH:32][C:31]([Cl:34])=[CH:30][C:29]=1[C:35]([F:38])([F:36])[F:37].